From a dataset of NCI-60 drug combinations with 297,098 pairs across 59 cell lines. Regression. Given two drug SMILES strings and cell line genomic features, predict the synergy score measuring deviation from expected non-interaction effect. (1) Drug 1: C1=CC(=C2C(=C1NCCNCCO)C(=O)C3=C(C=CC(=C3C2=O)O)O)NCCNCCO. Drug 2: C1=NC2=C(N1)C(=S)N=CN2. Cell line: SK-MEL-5. Synergy scores: CSS=26.8, Synergy_ZIP=-8.85, Synergy_Bliss=-2.61, Synergy_Loewe=-7.41, Synergy_HSA=-0.434. (2) Drug 1: C(=O)(N)NO. Drug 2: CC1CCCC2(C(O2)CC(NC(=O)CC(C(C(=O)C(C1O)C)(C)C)O)C(=CC3=CSC(=N3)C)C)C. Cell line: SK-MEL-28. Synergy scores: CSS=28.0, Synergy_ZIP=4.16, Synergy_Bliss=2.36, Synergy_Loewe=-24.2, Synergy_HSA=1.32.